This data is from Catalyst prediction with 721,799 reactions and 888 catalyst types from USPTO. The task is: Predict which catalyst facilitates the given reaction. (1) Reactant: [F:1][C:2]([F:15])([F:14])[S:3]([O:6]S(C(F)(F)F)(=O)=O)(=[O:5])=[O:4].[C:16]([C:18]1[C:27](O)=[C:26]2[C:21]([CH:22]=[CH:23][C:24]([C:29]([O:31][CH3:32])=[O:30])=[CH:25]2)=[CH:20][CH:19]=1)#[N:17].C(N(CC)CC)C.ClCCl. Product: [C:16]([C:18]1[C:27]([O:6][S:3]([C:2]([F:15])([F:14])[F:1])(=[O:5])=[O:4])=[C:26]2[C:21]([CH:22]=[CH:23][C:24]([C:29]([O:31][CH3:32])=[O:30])=[CH:25]2)=[CH:20][CH:19]=1)#[N:17]. The catalyst class is: 6. (2) Product: [S:3]1[C:4]2[CH:10]=[CH:9][CH:8]=[CH:7][C:5]=2[N:6]=[C:2]1[N:16]([C:15]1[CH:17]=[CH:18][C:19]([CH3:20])=[C:13]([O:12][CH3:11])[CH:14]=1)[C:24](=[O:25])[C:23]1[CH:27]=[CH:28][CH:29]=[CH:30][C:22]=1[Cl:21]. Reactant: Cl[C:2]1[S:3][C:4]2[CH:10]=[CH:9][CH:8]=[CH:7][C:5]=2[N:6]=1.[CH3:11][O:12][C:13]1[CH:14]=[C:15]([CH:17]=[CH:18][C:19]=1[CH3:20])[NH2:16].[Cl:21][C:22]1[CH:30]=[CH:29][CH:28]=[CH:27][C:23]=1[C:24](Cl)=[O:25]. The catalyst class is: 15. (3) Reactant: [C:1]([O:5][C:6](=[O:42])[NH:7][CH2:8][C:9]1[CH:10]=[C:11]([C:15]2[CH:20]=[CH:19][CH:18]=[C:17]([CH2:21][NH:22][C:23]3[N:28]=[C:27]([NH:29][CH2:30][CH:31]4[CH2:36][CH2:35][CH:34]([OH:37])[CH2:33][CH2:32]4)[C:26]([N+:38]([O-:40])=[O:39])=[CH:25][N:24]=3)[C:16]=2[CH3:41])[CH:12]=[CH:13][CH:14]=1)([CH3:4])([CH3:3])[CH3:2].C(N(C(C)C)CC)(C)C.[CH3:52][S:53](Cl)(=[O:55])=[O:54]. Product: [C:1]([O:5][C:6]([NH:7][CH2:8][C:9]1[CH:10]=[C:11]([C:15]2[CH:20]=[CH:19][CH:18]=[C:17]([CH2:21][NH:22][C:23]3[N:28]=[C:27]([NH:29][CH2:30][CH:31]4[CH2:32][CH2:33][CH:34]([O:37][S:53]([CH3:52])(=[O:55])=[O:54])[CH2:35][CH2:36]4)[C:26]([N+:38]([O-:40])=[O:39])=[CH:25][N:24]=3)[C:16]=2[CH3:41])[CH:12]=[CH:13][CH:14]=1)=[O:42])([CH3:4])([CH3:3])[CH3:2]. The catalyst class is: 2. (4) Reactant: [NH2:1][C@H:2]([C:6]([NH:8][C@H:9]([C:14]([OH:16])=[O:15])[CH2:10][CH:11]([CH3:13])[CH3:12])=[O:7])[CH:3]([CH3:5])[CH3:4].[NH:17]([C:26]([O:28][C:29]([CH3:32])([CH3:31])[CH3:30])=[O:27])[CH2:18][C:19]([NH:21][CH2:22][C:23](O)=[O:24])=[O:20].CN1CCOCC1.CN(C=O)C. Product: [NH:17]([C:26]([O:28][C:29]([CH3:32])([CH3:31])[CH3:30])=[O:27])[CH2:18][C:19]([NH:21][CH2:22][C:23]([NH:1][C@H:2]([C:6]([NH:8][C@H:9]([C:14]([OH:16])=[O:15])[CH2:10][CH:11]([CH3:12])[CH3:13])=[O:7])[CH:3]([CH3:5])[CH3:4])=[O:24])=[O:20]. The catalyst class is: 25.